Dataset: Full USPTO retrosynthesis dataset with 1.9M reactions from patents (1976-2016). Task: Predict the reactants needed to synthesize the given product. (1) Given the product [C:1]1([CH2:7][CH2:8][CH2:9][CH:10]([NH:20][C:21]([CH:23]2[CH2:28][CH2:27][CH2:26][CH2:25][N:24]2[C:29]([CH:31]2[CH2:36][CH2:35][CH2:34][CH2:33][NH:32]2)=[O:30])=[O:22])[CH2:11][CH2:12][CH2:13][C:14]2[CH:15]=[CH:16][CH:17]=[CH:18][CH:19]=2)[CH:2]=[CH:3][CH:4]=[CH:5][CH:6]=1, predict the reactants needed to synthesize it. The reactants are: [C:1]1([CH2:7][CH2:8][CH2:9][CH:10]([NH:20][C:21]([CH:23]2[CH2:28][CH2:27][CH2:26][CH2:25][N:24]2[C:29]([CH:31]2[CH2:36][CH2:35][CH2:34][CH2:33][N:32]2C(OC(C)(C)C)=O)=[O:30])=[O:22])[CH2:11][CH2:12][CH2:13][C:14]2[CH:19]=[CH:18][CH:17]=[CH:16][CH:15]=2)[CH:6]=[CH:5][CH:4]=[CH:3][CH:2]=1.FC(F)(F)C(O)=O. (2) Given the product [CH3:12][N:13]1[CH2:18][CH2:17][N:16]([CH2:7][C:6]2[CH:5]=[C:4]([N+:1]([O-:3])=[O:2])[CH:11]=[CH:10][CH:9]=2)[CH2:15][CH2:14]1, predict the reactants needed to synthesize it. The reactants are: [N+:1]([C:4]1[CH:5]=[C:6]([CH:9]=[CH:10][CH:11]=1)[CH2:7]Cl)([O-:3])=[O:2].[CH3:12][N:13]1[CH2:18][CH2:17][NH:16][CH2:15][CH2:14]1. (3) Given the product [Cl:1][C:2]1[CH:3]=[CH:4][C:5]2[B:9]([O:10][CH2:15][CH2:14][CH2:13][NH2:12])[O:8][CH2:7][C:6]=2[CH:11]=1, predict the reactants needed to synthesize it. The reactants are: [Cl:1][C:2]1[CH:3]=[CH:4][C:5]2[B:9]([OH:10])[O:8][CH2:7][C:6]=2[CH:11]=1.[NH2:12][CH2:13][CH2:14][CH2:15]O.